Dataset: Reaction yield outcomes from USPTO patents with 853,638 reactions. Task: Predict the reaction yield, written as a fraction of the theoretical maximum amount of product (1.0 means a 100% yield; for example, 0.34 means a 34% yield). The reactants are [NH2:1][CH2:2][CH2:3][CH2:4][C@H:5]([NH:9][C:10]([O:12][CH2:13][C:14]1[CH:19]=[CH:18][CH:17]=[CH:16][CH:15]=1)=[O:11])[C:6]([OH:8])=[O:7].[O:20]=[C:21]1[C:29]2[C:24](=[CH:25][CH:26]=[CH:27][CH:28]=2)[C:23](=[O:30])N1C(OCC)=O.C=O.[CH3:38]C1C=CC(S(O)(=O)=O)=CC=1. The catalyst is CN1C(=O)CCC1.CCOC(C)=O.C1(C)C=CC=CC=1.CCOCC. The product is [O:20]=[C:21]1[C:29]2[C:24](=[CH:25][CH:26]=[CH:27][CH:28]=2)[C:23](=[O:30])[N:1]1[CH2:2][CH2:3][CH2:4][C@H:5]1[C:6](=[O:8])[O:7][CH2:38][N:9]1[C:10]([O:12][CH2:13][C:14]1[CH:15]=[CH:16][CH:17]=[CH:18][CH:19]=1)=[O:11]. The yield is 0.760.